Regression. Given a target protein amino acid sequence and a drug SMILES string, predict the binding affinity score between them. We predict pKi (pKi = -log10(Ki in M); higher means stronger inhibition). Dataset: bindingdb_ki. From a dataset of Drug-target binding data from BindingDB using Ki measurements. (1) The compound is CC(C)(C)c1ccc(NC(=O)N2CCN(c3ncccc3Cl)CC2)cc1. The target protein (Q05683) has sequence MASPGSGFWSFGSEDGSGDPENPGTARAWCQVAQKFTGGIGNKLCALLYGDSEKPAESGGSVTSRAATRKVACTCDQKPCSCPKGDVNYALLHATDLLPACEGERPTLAFLQDVMNILLQYVVKSFDRSTKVIDFHYPNELLQEYNWELADQPQNLEEILTHCQTTLKYAIKTGHPRYFNQLSTGLDMVGLAADWLTSTANTNMFTYEIAPVFVLLEYVTLKKMREIIGWPGGSGDGIFSPGGAISNMYAMLIARYKMFPEVKEKGMAAVPRLIAFTSEHSHFSLKKGAAALGIGTDSVILIKCDERGKMIPSDLERRILEVKQKGFVPFLVSATAGTTVYGAFDPLLAVADICKKYKIWMHVDAAWGGGLLMSRKHKWKLNGVERANSVTWNPHKMMGVPLQCSALLVREEGLMQSCNQMHASYLFQQDKHYDLSYDTGDKALQCGRHVDVFKLWLMWRAKGTTGFEAHIDKCLELAEYLYNIIKNREGYEMVFDGKPQ.... The pKi is 5.0. (2) The drug is CC(/C=C/c1sccc1-c1cc(C(C)C)cc(C(C)C)c1OCC(F)F)=C\C(=O)O. The target protein sequence is MYESVEVGGLAPAPNPFLVVDFYNQNRACLLQEKGLPAPGPYSTPLRTPLWNGSNHSIETQSSSSEEIVPSPPSPPPLPRIYKPCFVCQDKSSGYHYGVSACEGCKGFFRRSIQKNMVYTCHRDKNCIINKVTRNRCQYCRLQKCFEVGMSKESVRNDRNKKKKETPKPECSESYTLTPEVGELIEKVRKAHQETFPALCQLGKYTTNNSSEQRVSLDIDLWDKFSELSTKCIIKTVEFAKQLPGFTTLTIADQITLLKAACLDILILRICTRYTPEQDTMTFSDGLTLNRTQMHNAGFGPLTDLVFAFANQLLPLEMDDAETGLLSAICLICGDRQDLEQPDKVDMLQEPLLEALKVYVRKRRPSRPHMFPKMLMKITDLRSISAKGAERVITLKMEIPGSMPPLIQEMLENSEGLDTLSGQSGGGTRDGGGLAPPPGSCSPSLSPSSHRSSPATQSP. The pKi is 5.6.